Predict the reaction yield, written as a fraction of the theoretical maximum amount of product (1.0 means a 100% yield; for example, 0.34 means a 34% yield). From a dataset of Reaction yield outcomes from USPTO patents with 853,638 reactions. (1) The reactants are [Br:1][C:2]1[C:19]([O:20][CH3:21])=[N:18][C:5]2[CH2:6][CH2:7][N:8](C(=O)C(F)(F)F)[CH2:9][CH:10]([CH3:11])[C:4]=2[C:3]=1[Cl:22].C([O-])([O-])=O.[K+].[K+].CO. The catalyst is O. The product is [Br:1][C:2]1[C:19]([O:20][CH3:21])=[N:18][C:5]2[CH2:6][CH2:7][NH:8][CH2:9][CH:10]([CH3:11])[C:4]=2[C:3]=1[Cl:22]. The yield is 0.980. (2) The reactants are [Br:1][C:2]1[N:7]2[N:8]=[CH:9][N:10]=[C:6]2[C:5](Br)=[N:4][CH:3]=1.[CH2:12]1[N:17]([C:18]2[CH:23]=[CH:22][C:21]([NH2:24])=[CH:20][CH:19]=2)[CH2:16][CH2:15][O:14][CH2:13]1.C(N(C(C)C)C(C)C)C. The catalyst is CC(O)C. The product is [Br:1][C:2]1[N:7]2[N:8]=[CH:9][N:10]=[C:6]2[C:5]([NH:24][C:21]2[CH:20]=[CH:19][C:18]([N:17]3[CH2:12][CH2:13][O:14][CH2:15][CH2:16]3)=[CH:23][CH:22]=2)=[N:4][CH:3]=1. The yield is 0.940. (3) The reactants are [Si]([O:18][CH:19]1[CH2:23][CH2:22][N:21]([C:24]2[CH:29]=[CH:28][CH:27]=[CH:26][C:25]=2[S:30]([NH:33][C:34]2[S:35][CH:36]=[CH:37][N:38]=2)(=[O:32])=[O:31])[C:20]1=[O:39])(C(C)(C)C)(C1C=CC=CC=1)C1C=CC=CC=1.[F-].C([N+](CCCC)(CCCC)CCCC)CCC.O. The catalyst is C1COCC1. The product is [OH:18][CH:19]1[CH2:23][CH2:22][N:21]([C:24]2[CH:29]=[CH:28][CH:27]=[CH:26][C:25]=2[S:30]([NH:33][C:34]2[S:35][CH:36]=[CH:37][N:38]=2)(=[O:31])=[O:32])[C:20]1=[O:39]. The yield is 0.760. (4) The reactants are [C:1]([O:5][C:6]([NH:8][C@@H:9]([CH2:13][C@@H:14]([O:16][CH2:17][CH3:18])[CH3:15])[C:10]([OH:12])=O)=[O:7])([CH3:4])([CH3:3])[CH3:2].Cl.[OH:20][C@@H:21]([CH2:51]O)[CH2:22][N:23]1[CH:27]=[CH:26][C:25]([NH:28]C(=O)[C@@H](N2CC(OC3C=CC=C(Cl)C=3Cl)=CC2=O)CC(C)C)=[N:24]1.F[P-](F)(F)(F)(F)F.N1(O[P+](N(C)C)(N(C)C)N(C)C)C2C=CC=C[C:63]=2N=N1.C(N(CC)C(C)C)(C)C. The product is [C:1]([O:5][C:6](=[O:7])[NH:8][C@H:9]([C:10](=[O:12])[NH:28][C:25]1[CH:26]=[CH:27][N:23]([CH2:22][C:21]([OH:20])([CH3:51])[CH3:63])[N:24]=1)[CH2:13][C@@H:14]([O:16][CH2:17][CH3:18])[CH3:15])([CH3:2])([CH3:3])[CH3:4]. The catalyst is CN(C)C=O. The yield is 0.800.